Dataset: Reaction yield outcomes from USPTO patents with 853,638 reactions. Task: Predict the reaction yield, written as a fraction of the theoretical maximum amount of product (1.0 means a 100% yield; for example, 0.34 means a 34% yield). (1) The reactants are [C:1]([O:5][C:6](=[O:25])[NH:7][CH2:8][C:9]#[C:10][C:11]1[CH:16]=[CH:15][C:14]([N+:17]([O-])=O)=[CH:13][C:12]=1[C:20]1[O:24][CH:23]=[N:22][CH:21]=1)([CH3:4])([CH3:3])[CH3:2]. The catalyst is CO.[Pd]. The product is [C:1]([O:5][C:6](=[O:25])[NH:7][CH2:8][CH2:9][CH2:10][C:11]1[CH:16]=[CH:15][C:14]([NH2:17])=[CH:13][C:12]=1[C:20]1[O:24][CH:23]=[N:22][CH:21]=1)([CH3:4])([CH3:2])[CH3:3]. The yield is 0.350. (2) The reactants are [OH:1][C:2]1[CH:24]=[CH:23][C:22]([C:25]2[CH:29]=[CH:28][S:27][CH:26]=2)=[CH:21][C:3]=1[C:4]([NH:6][C:7]1[CH:12]=[C:11]([C:13]([F:16])([F:15])[F:14])[CH:10]=[C:9]([C:17]([F:20])([F:19])[F:18])[CH:8]=1)=[O:5].[N:30]1([C:36](Cl)=[O:37])[CH2:35][CH2:34][O:33][CH2:32][CH2:31]1. No catalyst specified. The product is [O:33]1[CH2:34][CH2:35][N:30]([C:36]([O:1][C:2]2[CH:24]=[CH:23][C:22]([C:25]3[CH:29]=[CH:28][S:27][CH:26]=3)=[CH:21][C:3]=2[C:4]([NH:6][C:7]2[CH:12]=[C:11]([C:13]([F:15])([F:14])[F:16])[CH:10]=[C:9]([C:17]([F:18])([F:19])[F:20])[CH:8]=2)=[O:5])=[O:37])[CH2:31][CH2:32]1. The yield is 0.927. (3) The reactants are [C:1]1(=[O:8])[O:7][CH2:6][CH2:5][CH2:4][CH2:3][CH2:2]1.S(=O)(=O)(O)O.[C:14](OCC)(=[O:16])C.CCCCCC. The catalyst is CO. The product is [OH:16][CH2:14][CH2:5][CH2:4][CH2:3][CH2:2][C:1]([O:7][CH3:6])=[O:8]. The yield is 0.640. (4) The reactants are Br[C:2]1[C:3]([O:16][CH3:17])=[CH:4][C:5]2[C:6]3[C:14]([Cl:15])=[N:13][CH:12]=[CH:11][C:7]=3[NH:8][C:9]=2[CH:10]=1.[CH3:18][C:19]1[C:23](B2OC(C)(C)C(C)(C)O2)=[C:22]([CH3:33])[O:21][N:20]=1.C([O-])([O-])=O.[K+].[K+].N#N. The catalyst is COCCOC.O.C1C=CC([P]([Pd]([P](C2C=CC=CC=2)(C2C=CC=CC=2)C2C=CC=CC=2)([P](C2C=CC=CC=2)(C2C=CC=CC=2)C2C=CC=CC=2)[P](C2C=CC=CC=2)(C2C=CC=CC=2)C2C=CC=CC=2)(C2C=CC=CC=2)C2C=CC=CC=2)=CC=1. The product is [Cl:15][C:14]1[C:6]2[C:5]3[CH:4]=[C:3]([O:16][CH3:17])[C:2]([C:23]4[C:19]([CH3:18])=[N:20][O:21][C:22]=4[CH3:33])=[CH:10][C:9]=3[NH:8][C:7]=2[CH:11]=[CH:12][N:13]=1. The yield is 0.346. (5) The reactants are [CH3:1][O:2][C:3]1[CH:4]=[C:5]2[C:10](=[CH:11][C:12]=1[O:13][CH3:14])[N:9]=[CH:8][N:7]=[C:6]2[O:15][C:16]1[CH:22]=[CH:21][C:19]([NH2:20])=[CH:18][CH:17]=1.Cl[C:24](Cl)([O:26][C:27](=[O:33])OC(Cl)(Cl)Cl)Cl.[N:35]1[CH:40]=[CH:39][C:38](CO)=[CH:37][CH:36]=1.C(=O)(O)[O-].[Na+]. The catalyst is C(Cl)Cl.C(N(CC)CC)C.C1(C)C=CC=CC=1. The product is [CH3:1][O:2][C:3]1[CH:4]=[C:5]2[C:10](=[CH:11][C:12]=1[O:13][CH3:14])[N:9]=[CH:8][N:7]=[C:6]2[O:15][C:16]1[CH:22]=[CH:21][C:19]([NH:20][C:27](=[O:33])[O:26][CH2:24][C:38]2[CH:39]=[CH:40][N:35]=[CH:36][CH:37]=2)=[CH:18][CH:17]=1. The yield is 0.230. (6) The reactants are [CH2:1]([O:8][C:9]([NH:11][C@H:12]1[CH2:16][CH2:15][N:14]([C@H:17]2[CH2:22][CH2:21][C@@H:20]([NH:23][C:24]([O:26][C:27]([CH3:30])([CH3:29])[CH3:28])=[O:25])[CH2:19][C@H:18]2C(N)=O)[C:13]1=[O:34])=[O:10])[C:2]1[CH:7]=[CH:6][CH:5]=[CH:4][CH:3]=1.C(O)(=O)C.C(O)(=O)C.IC1C=CC=CC=1.C(O)(=O)C.CC#[N:56]. The catalyst is O. The product is [NH2:56][C@H:18]1[C@@H:17]([N:14]2[CH2:15][CH2:16][C@H:12]([NH:11][C:9]([O:8][CH2:1][C:2]3[CH:3]=[CH:4][CH:5]=[CH:6][CH:7]=3)=[O:10])[C:13]2=[O:34])[CH2:22][CH2:21][C@@H:20]([NH:23][C:24](=[O:25])[O:26][C:27]([CH3:30])([CH3:28])[CH3:29])[CH2:19]1. The yield is 0.960. (7) The yield is 0.680. The reactants are [NH2:1][C:2]1[CH:3]=[C:4]([O:16][CH3:17])[CH:5]=[C:6]2[C:10]=1[NH:9][C:8]([C:11]([O:13][CH2:14][CH3:15])=[O:12])=[CH:7]2.[N:18]1[CH:23]=[CH:22][CH:21]=[CH:20][C:19]=1[S:24](Cl)(=[O:26])=[O:25].N1C=CC=C[CH:29]=1. The product is [CH3:17][O:16][C:4]1[CH:5]=[C:6]2[C:10](=[C:2]([N:1]([CH3:29])[S:24]([C:19]3[CH:20]=[CH:21][CH:22]=[CH:23][N:18]=3)(=[O:26])=[O:25])[CH:3]=1)[NH:9][C:8]([C:11]([O:13][CH2:14][CH3:15])=[O:12])=[CH:7]2. No catalyst specified.